Dataset: Catalyst prediction with 721,799 reactions and 888 catalyst types from USPTO. Task: Predict which catalyst facilitates the given reaction. (1) Reactant: [OH:1][C:2]1[C:9]([O:10][CH:11]([CH3:13])[CH3:12])=[C:8]([N+:14]([O-:16])=[O:15])[CH:7]=[CH:6][C:3]=1[CH:4]=[O:5].CC(=CC)C.[O-:22]Cl=O.[Na+].[OH-].[Na+]. Product: [OH:1][C:2]1[C:9]([O:10][CH:11]([CH3:13])[CH3:12])=[C:8]([N+:14]([O-:16])=[O:15])[CH:7]=[CH:6][C:3]=1[C:4]([OH:22])=[O:5]. The catalyst class is: 6. (2) Reactant: S(Cl)(Cl)=O.[NH2:5][C:6]1[CH:7]=[C:8]([CH2:13][CH2:14][C:15]([O:17][C:18](C)(C)C)=[O:16])[CH:9]=[CH:10][C:11]=1[Cl:12].O. Product: [NH2:5][C:6]1[CH:7]=[C:8]([CH2:13][CH2:14][C:15]([O:17][CH3:18])=[O:16])[CH:9]=[CH:10][C:11]=1[Cl:12]. The catalyst class is: 138. (3) Reactant: [O:1]1[CH2:6][CH2:5][N:4]([C:7]2[CH:15]=[CH:14][C:10]([C:11]([OH:13])=O)=[CH:9][CH:8]=2)[CH2:3][CH2:2]1.C(N1C=CN=C1)(N1C=CN=C1)=O.[NH2:28][C@H:29]1[CH2:34][C:33]2[C:35]([N:39]3[CH2:44][CH2:43][N:42]([CH3:45])[CH2:41][CH2:40]3)=[CH:36][CH:37]=[CH:38][C:32]=2[O:31][CH2:30]1. Product: [CH3:45][N:42]1[CH2:43][CH2:44][N:39]([C:35]2[C:33]3[CH2:34][C@H:29]([NH:28][C:11](=[O:13])[C:10]4[CH:9]=[CH:8][C:7]([N:4]5[CH2:3][CH2:2][O:1][CH2:6][CH2:5]5)=[CH:15][CH:14]=4)[CH2:30][O:31][C:32]=3[CH:38]=[CH:37][CH:36]=2)[CH2:40][CH2:41]1. The catalyst class is: 9. (4) Reactant: Cl.[NH2:2][OH:3].[OH-].[K+].NO.[CH3:8][O:9][C:10]1[CH:15]=[CH:14][C:13]([CH:16]2[CH2:25][CH2:24][C:23]3[CH:22]=[C:21]([C:26]([O:28]C)=O)[CH:20]=[CH:19][C:18]=3[CH2:17]2)=[CH:12][CH:11]=1.C(O)(=O)C. The catalyst class is: 5. Product: [OH:3][NH:2][C:26]([C:21]1[CH:20]=[CH:19][C:18]2[CH2:17][CH:16]([C:13]3[CH:14]=[CH:15][C:10]([O:9][CH3:8])=[CH:11][CH:12]=3)[CH2:25][CH2:24][C:23]=2[CH:22]=1)=[O:28]. (5) Reactant: [C:1]([N:4]1[CH2:8][CH2:7][C:6]2([C:16]3[C:11](=[CH:12][CH:13]=[C:14]([OH:17])[CH:15]=3)[N:10]([C:18](=[O:23])[C:19]([F:22])([F:21])[F:20])[CH2:9]2)[CH2:5]1)(=[O:3])[CH3:2].C(=O)([O-])[O-].[Cs+].[Cs+].I[CH2:31][CH3:32].C(OCC)(=O)C. Product: [C:1]([N:4]1[CH2:8][CH2:7][C:6]2([C:16]3[C:11](=[CH:12][CH:13]=[C:14]([O:17][CH2:31][CH3:32])[CH:15]=3)[N:10]([C:18](=[O:23])[C:19]([F:21])([F:22])[F:20])[CH2:9]2)[CH2:5]1)(=[O:3])[CH3:2]. The catalyst class is: 9. (6) The catalyst class is: 7. Product: [F:14][C:8]1[CH:7]=[CH:6][C:5]([S:2]([NH2:1])(=[O:3])=[O:4])=[CH:13][C:9]=1[C:10]([N:27]1[CH2:32][CH2:31][O:30][CH2:29][CH2:28]1)=[O:12]. Reactant: [NH2:1][S:2]([C:5]1[CH:6]=[CH:7][C:8]([F:14])=[C:9]([CH:13]=1)[C:10]([OH:12])=O)(=[O:4])=[O:3].Cl.CN(C)CCCN=C=NCC.[NH:27]1[CH2:32][CH2:31][O:30][CH2:29][CH2:28]1.CN(C=O)C.